Task: Binary Classification. Given a miRNA mature sequence and a target amino acid sequence, predict their likelihood of interaction.. Dataset: Experimentally validated miRNA-target interactions with 360,000+ pairs, plus equal number of negative samples (1) The miRNA is hsa-miR-3678-3p with sequence CUGCAGAGUUUGUACGGACCGG. The protein sequence of the target gene is MLISKNMPWRRLQGISFGMYSAEELKKLSVKSITNPRYLDSLGNPSANGLYDLALGPADSKEVCSTCVQDFSNCSGHLGHIELPLTVYNPLLFDKLYLLLRGSCLNCHMLTCPRAVIHLLLCQLRVLEVGALQAVYELERILNRFLEENPDPSASEIREELEQYTTEIVQNNLLGSQGAHVKNVCESKSKLIALFWKAHMNAKRCPHCKTGRSVVRKEHNSKLTITFPAMVHRTAGQKDSEPLGIEEAQIGKRGYLTPTSAREHLSALWKNEGFFLNYLFSGMDDDGMESRFNPSVFFLD.... Result: 1 (interaction). (2) The miRNA is hsa-miR-4665-5p with sequence CUGGGGGACGCGUGAGCGCGAGC. The protein sequence of the target gene is MSAEVIHQVEEALDTDEKEMLLFLCRDVAIDVVPPNVRDLLDILRERGKLSVGDLAELLYRVRRFDLLKRILKMDRKAVETHLLRNPHLVSDYRVLMAEIGEDLDKSDVSSLIFLMKDYMGRGKISKEKSFLDLVVELEKLNLVAPDQLDLLEKCLKNIHRIDLKTKIQKYKQSVQGAGTSYRNVLQAAIQKSLKDPSNNFRLHNGRSKEQRLKEQLGAQQEPVKKSIQESEAFLPQSIPEERYKMKSKPLGICLIIDCIGNETELLRDTFTSLGYEVQKFLHLSMHGISQILGQFACMP.... Result: 0 (no interaction). (3) The miRNA is mmu-miR-129-5p with sequence CUUUUUGCGGUCUGGGCUUGC. The protein sequence of the target gene is MMPGQIPDPSVTAGSLPGLGPLTGLPSSALTTEELKYADIRNIGAMIAPLHFLEVKLGKRPQPVKSELDEEEERRKRRREKNKVAAARCRNKKKERTEFLQRESERLELMNAELKTQIEELKLERQQLILMLNRHRPTCIVRTDSVRTPESEGNPLLEQLDKK. Result: 1 (interaction).